This data is from Full USPTO retrosynthesis dataset with 1.9M reactions from patents (1976-2016). The task is: Predict the reactants needed to synthesize the given product. Given the product [CH3:1][O:2][C:3]([C:5]1[CH:10]=[C:9]([Br:11])[C:8](=[O:12])[N:7]([CH2:13][CH:14]([CH2:17][CH3:18])[CH2:15][CH3:16])[C:6]=1[CH2:19][N:25]([CH2:24][C:23]([O:22][CH3:21])=[O:36])[S:26]([C:29]1[CH:30]=[CH:31][C:32]([CH3:35])=[CH:33][CH:34]=1)(=[O:28])=[O:27])=[O:4], predict the reactants needed to synthesize it. The reactants are: [CH3:1][O:2][C:3]([C:5]1[CH:10]=[C:9]([Br:11])[C:8](=[O:12])[N:7]([CH2:13][CH:14]([CH2:17][CH3:18])[CH2:15][CH3:16])[C:6]=1[CH2:19]Br)=[O:4].[CH3:21][O:22][C:23](=[O:36])[CH2:24][NH:25][S:26]([C:29]1[CH:34]=[CH:33][C:32]([CH3:35])=[CH:31][CH:30]=1)(=[O:28])=[O:27].[I-].[Na+].C(=O)([O-])[O-].[K+].[K+].